Dataset: Forward reaction prediction with 1.9M reactions from USPTO patents (1976-2016). Task: Predict the product of the given reaction. Given the reactants C([NH:8][C@@H:9]1[CH2:14][CH2:13][C@H:12]([NH:15][C:16]2[N+:17]([O-])=[CH:18][C:19]([CH3:25])=[C:20]([N:22]([CH3:24])[CH3:23])[CH:21]=2)[CH2:11][CH2:10]1)C1C=CC=CC=1.C1CCCCC=1, predict the reaction product. The product is: [NH2:8][C@@H:9]1[CH2:10][CH2:11][C@H:12]([NH:15][C:16]2[CH:21]=[C:20]([N:22]([CH3:24])[CH3:23])[C:19]([CH3:25])=[CH:18][N:17]=2)[CH2:13][CH2:14]1.